Dataset: Catalyst prediction with 721,799 reactions and 888 catalyst types from USPTO. Task: Predict which catalyst facilitates the given reaction. (1) Reactant: [Cl:1][C:2]1[CH:7]=[C:6]2[NH:8][C:9](=[O:44])[C:10]3([CH:15]([C:16]4[CH:21]=[C:20]([C:22]#[C:23][Si](C)(C)C)[CH:19]=[CH:18][C:17]=4[O:28][CH2:29][C:30]4([CH3:34])[CH2:33][O:32][CH2:31]4)[CH2:14][C:13](=[O:35])[NH:12][CH:11]3[C:36]3[CH:41]=[C:40]([Cl:42])[CH:39]=[CH:38][C:37]=3[CH3:43])[C:5]2=[CH:4][CH:3]=1.C([O-])([O-])=O.[K+].[K+]. Product: [Cl:1][C:2]1[CH:7]=[C:6]2[NH:8][C:9](=[O:44])[C:10]3([CH:15]([C:16]4[CH:21]=[C:20]([C:22]#[CH:23])[CH:19]=[CH:18][C:17]=4[O:28][CH2:29][C:30]4([CH3:34])[CH2:31][O:32][CH2:33]4)[CH2:14][C:13](=[O:35])[NH:12][CH:11]3[C:36]3[CH:41]=[C:40]([Cl:42])[CH:39]=[CH:38][C:37]=3[CH3:43])[C:5]2=[CH:4][CH:3]=1. The catalyst class is: 5. (2) Reactant: C(=[N:8][C:9]([CH:19]([F:21])[F:20])([CH2:15][CH2:16][C:17]#[N:18])[C:10]([O:12][CH2:13][CH3:14])=[O:11])C1C=CC=CC=1.Cl. Product: [NH2:8][C:9]([CH:19]([F:20])[F:21])([CH2:15][CH2:16][C:17]#[N:18])[C:10]([O:12][CH2:13][CH3:14])=[O:11]. The catalyst class is: 282. (3) Reactant: [OH-].[Na+].C(OC([N:8]1[CH2:13][CH2:12][C:11](=[C:14]([C:21]2[CH:26]=[CH:25][CH:24]=[CH:23][CH:22]=2)[C:15]2[CH:20]=[CH:19][CH:18]=[CH:17][CH:16]=2)[CH2:10][CH2:9]1)=O)C.C(=O)(O)N. Product: [C:15]1([C:14]([C:21]2[CH:26]=[CH:25][CH:24]=[CH:23][CH:22]=2)=[C:11]2[CH2:10][CH2:9][NH:8][CH2:13][CH2:12]2)[CH:16]=[CH:17][CH:18]=[CH:19][CH:20]=1. The catalyst class is: 97. (4) Reactant: [CH3:1][O:2][CH:3]([O:19][CH3:20])[CH:4]1[CH2:8][S:7][C:6]([C:9]2[S:10][C:11]3[CH:17]=[C:16]([OH:18])[CH:15]=[CH:14][C:12]=3[N:13]=2)=[N:5]1.[Br:21][CH2:22]CO.Cl.C([O-])(=O)C.C([NH+](CC)CC)C. Product: [Br:21][CH2:22][CH2:20][O:19][CH:3]([O:2][CH3:1])[CH:4]1[CH2:8][S:7][C:6]([C:9]2[S:10][C:11]3[CH:17]=[C:16]([OH:18])[CH:15]=[CH:14][C:12]=3[N:13]=2)=[N:5]1. The catalyst class is: 12. (5) Reactant: Cl[C:2]1[C:7]([C:8]([NH:10][C:11]2[CH:12]=[C:13]3[C:17](=[CH:18][CH:19]=2)[N:16]([C:20]([O:22][C:23]([CH3:26])([CH3:25])[CH3:24])=[O:21])[CH2:15][CH2:14]3)=[O:9])=[CH:6][CH:5]=[C:4]([CH3:27])[N:3]=1.[CH3:28][CH:29]([CH3:31])[O-:30].[Na+]. Product: [CH:29]([O:30][C:2]1[C:7]([C:8]([NH:10][C:11]2[CH:12]=[C:13]3[C:17](=[CH:18][CH:19]=2)[N:16]([C:20]([O:22][C:23]([CH3:26])([CH3:25])[CH3:24])=[O:21])[CH2:15][CH2:14]3)=[O:9])=[CH:6][CH:5]=[C:4]([CH3:27])[N:3]=1)([CH3:31])[CH3:28]. The catalyst class is: 7. (6) Reactant: Br[C:2]1[N:11]=[CH:10][CH:9]=[CH:8][C:3]=1[C:4]([O:6][CH3:7])=[O:5].[C:12]1(B(O)O)[CH:17]=[CH:16][CH:15]=[CH:14][CH:13]=1.C([O-])([O-])=O.[Na+].[Na+]. Product: [C:12]1([C:2]2[N:11]=[CH:10][CH:9]=[CH:8][C:3]=2[C:4]([O:6][CH3:7])=[O:5])[CH:17]=[CH:16][CH:15]=[CH:14][CH:13]=1. The catalyst class is: 109. (7) Reactant: [F:1][C:2]([F:24])([F:23])[C:3]1[CH:4]=[C:5]([C:13]2[N:17]=[CH:16][N:15](/[CH:18]=[CH:19]\[C:20](O)=[O:21])[N:14]=2)[CH:6]=[C:7]([C:9]([F:12])([F:11])[F:10])[CH:8]=1.[O:25]=[C:26]1[N:31]([CH2:32][C:33]([NH:35][NH2:36])=[O:34])[CH2:30][CH2:29][O:28][CH2:27]1.C(P1(=O)OP(CCC)(=O)OP(CCC)(=O)O1)CC.CCN(C(C)C)C(C)C. Product: [F:11][C:9]([F:12])([F:10])[C:7]1[CH:6]=[C:5]([C:13]2[N:17]=[CH:16][N:15](/[CH:18]=[CH:19]\[C:20]([N:35]([C:33](=[O:34])[CH2:32][N:31]3[CH2:30][CH2:29][O:28][CH2:27][C:26]3=[O:25])[NH2:36])=[O:21])[N:14]=2)[CH:4]=[C:3]([C:2]([F:1])([F:23])[F:24])[CH:8]=1. The catalyst class is: 20.